The task is: Regression. Given a peptide amino acid sequence and an MHC pseudo amino acid sequence, predict their binding affinity value. This is MHC class II binding data.. This data is from Peptide-MHC class II binding affinity with 134,281 pairs from IEDB. (1) The MHC is DRB3_0101 with pseudo-sequence DRB3_0101. The binding affinity (normalized) is 0. The peptide sequence is RHIVGKPCPKPHRLN. (2) The peptide sequence is NKELRLMYVNCVKKN. The MHC is DRB4_0101 with pseudo-sequence DRB4_0103. The binding affinity (normalized) is 0.755.